Dataset: Peptide-MHC class I binding affinity with 185,985 pairs from IEDB/IMGT. Task: Regression. Given a peptide amino acid sequence and an MHC pseudo amino acid sequence, predict their binding affinity value. This is MHC class I binding data. (1) The peptide sequence is SPAIFQCSM. The MHC is HLA-B44:02 with pseudo-sequence HLA-B44:02. The binding affinity (normalized) is 0. (2) The peptide sequence is ALIYFLQCI. The MHC is HLA-A02:02 with pseudo-sequence HLA-A02:02. The binding affinity (normalized) is 1.000.